The task is: Predict the reaction yield, written as a fraction of the theoretical maximum amount of product (1.0 means a 100% yield; for example, 0.34 means a 34% yield).. This data is from Reaction yield outcomes from USPTO patents with 853,638 reactions. (1) The reactants are [NH2:1][C:2]1[C:3]([F:33])=[CH:4][C:5]([F:32])=[C:6]([C:8]2[C:9](=[O:31])[N:10]([CH2:29][CH3:30])[C:11]3[C:16]([CH:17]=2)=[CH:15][N:14]=[C:13]([N:18]([CH2:20][C:21]2[CH:26]=[CH:25][C:24]([O:27][CH3:28])=[CH:23][CH:22]=2)[CH3:19])[CH:12]=3)[CH:7]=1.[F:34][C:35]1[CH:36]=[C:37]([N:42]=[C:43]=[O:44])[CH:38]=[C:39]([F:41])[CH:40]=1. The catalyst is O1CCOCC1. The product is [CH3:28][O:27][C:24]1[CH:25]=[CH:26][C:21]([CH2:20][N:18]([CH3:19])[C:13]2[N:14]=[CH:15][CH:16]3[CH:11]([CH:12]=2)[N:10]([CH2:29][CH3:30])[C:9](=[O:31])[C:8]([C:6]2[C:5]([F:32])=[CH:4][C:3]([F:33])=[C:2]([NH:1][C:43]([NH:42][C:37]4[CH:38]=[C:39]([F:41])[CH:40]=[C:35]([F:34])[CH:36]=4)=[O:44])[CH:7]=2)=[CH:17]3)=[CH:22][CH:23]=1. The yield is 0.690. (2) The reactants are C([O:8][C:9]([C@H:11]1[CH2:15][CH2:14][CH2:13][N:12]1[CH2:16][C:17]1[S:21][C:20]([NH:22][C:23]([N:25]([CH:32]2[CH2:37][CH2:36][CH2:35][CH2:34][CH2:33]2)[CH:26]2[CH2:31][CH2:30][CH2:29][CH2:28][CH2:27]2)=[O:24])=[N:19][CH:18]=1)=[O:10])C1C=CC=CC=1. The catalyst is [Pd].CO. The product is [CH:32]1([N:25]([CH:26]2[CH2:31][CH2:30][CH2:29][CH2:28][CH2:27]2)[C:23](=[O:24])[NH:22][C:20]2[S:21][C:17]([CH2:16][N:12]3[CH2:13][CH2:14][CH2:15][C@@H:11]3[C:9]([OH:10])=[O:8])=[CH:18][N:19]=2)[CH2:33][CH2:34][CH2:35][CH2:36][CH2:37]1. The yield is 0.840. (3) The reactants are C(OC(=O)[NH:7][C:8]1[C:13]2[CH2:14][O:15][CH2:16][C:12]=2[CH:11]=[CH:10][N:9]=1)(C)(C)C. The catalyst is ClCCl.FC(F)(F)C(O)=O.C1(C)C=CC=CC=1. The product is [CH2:16]1[C:12]2[CH:11]=[CH:10][N:9]=[C:8]([NH2:7])[C:13]=2[CH2:14][O:15]1. The yield is 0.480.